Dataset: Experimentally validated miRNA-target interactions with 360,000+ pairs, plus equal number of negative samples. Task: Binary Classification. Given a miRNA mature sequence and a target amino acid sequence, predict their likelihood of interaction. (1) The miRNA is hsa-miR-4693-3p with sequence UGAGAGUGGAAUUCACAGUAUUU. The protein sequence of the target gene is MQEQEISFIFKYNEGLCMNIDSDSILMSILDMSLHQQMGSDRDLQSSTSSVSLPSVKKAPKQRRISIGSLFRRKKDSKRKSRELNGGVDGIASIESIHSEMCADKNSIFSTNTSSDNGLTSISKQIGDFIECPLCLLRHSKDRFPDIMTCHHRSCVDCLRQYLRIEISESRVNISCPECTERFNPHDIRLILSDDVLMEKYEEFMLRRWLVADPDCRWCPAPDCGYAVIAFGCASCPKLTCGREGCGTEFCYHCKQIWHPNQTCDAARQERAQSLRLRTIRSSSISYSQESGAAADDIKP.... Result: 0 (no interaction). (2) The miRNA is mmu-miR-669g with sequence UGCAUUGUAUGUGUUGACAUGAU. The protein sequence of the target gene is MAPVLHFYVRPSGHEGAASGRVFRRLQEKLPTLQSVETELCYNVHWAAETLPWAEEMKKLMWLFGCPLVRDDVAQEPWLVPGSNDLLLEVGPRLNFSTPASTNIVSVCQAAGLRAVDRVETTRRYRLSFTDHPTAEMEAISLAALHDRMTEQHYPDPIQSFSPQSIPAPLKGSIDILAEGRPALEKANQELGLALDSWDLDFYTKRFQELQRNPSTVEVFDLAQSNSEHSRHWFFKGQLHVDGKKLAHSLFESIMSTQASSNPNNVLKFCDNSSAIQGKKVKFLRPEDSTRPSCFQQQQG.... Result: 0 (no interaction). (3) The miRNA is dme-miR-315-5p with sequence UUUUGAUUGUUGCUCAGAAAGC. The protein sequence of the target gene is MDQSNYSSLHGFILLGFSNHPKMEMILSGVVAIFYLITLVGNTAIILASLLDSQLHTPMYFFLRNLSFLDLCFTTSIIPQMLVNLWGPDKTISYVGCIIQLYVYMWLGSVECLLLAVMSYDRFTAICKPLHYFVVMNPHLCLKMIIMIWSISLANSVVLCTLTLNLPTCGNNILDHFLCELPALVKIACVDTTTVEMSVFALGIIIVLTPLILILISYGYIAKAVLRTKSKASQRKAMNTCGSHLTVVSMFYGTIIYMYLQPGNRASKDQGKFLTLFYTVITPSLNPLIYTLRNKDMKDA.... Result: 0 (no interaction). (4) The miRNA is hsa-miR-5583-3p with sequence GAAUAUGGGUAUAUUAGUUUGG. The protein sequence of the target gene is MLLFLSVPQPRPPGARTRAGAARVARWRRLRLQQLRRLRGLLRVLRGRPGAGSRRRGRMALCGQAAGAASLPSELIVHIFSFLPAPDRLRASASCSHWRECLFYPALWPQLRICLRVSPAEQPRLEFLMRKCGWFVRELRVEFAAENYLSGGGPGDGGGADTGTGGEEVEALQLSARWLEVLRTYLELVLCVLVSIRNNRNLQKFSLFGDISVLQQQGSLSNTYLSKVDPDGKKIKQIQQLFEEILSNSRQLKWLSCGFMLEIVTPTSLSSLSNAVANTMEHLSLLDNNIPGNSTLITAV.... Result: 0 (no interaction). (5) The miRNA is hsa-miR-483-5p with sequence AAGACGGGAGGAAAGAAGGGAG. The protein sequence of the target gene is MSHGPSPRLAESPQLSKGSLLTILGSPSPERMGPADSLPPTPPSGTPSPGPPPALPLPPAPALLADGDWESREELRLRELEEARARAAQMEKTMRRWSDCTANWREKWSKVRAERNRAREEVRQLRQRLDALTKELAGARRERQEAQGECEARGRELARLRGARGVADQTRDGPEPEAEREPVRDVGSERPPGSQELELVESLLKSMPEESEDCWEARSLGAGGPRGSSGRQERSRLPWEDTAATEEEASKLTALRLRLDESQKVLLKEREDKLALSRNIEKLEGELSQWKIKYEELSKT.... Result: 0 (no interaction). (6) The miRNA is hsa-miR-4693-5p with sequence AUACUGUGAAUUUCACUGUCACA. The protein sequence of the target gene is MFSRKKRELMKTPSISKKNRAGSPSPQPSGELPRKDGADAVFPGPSLEPPAGSSGVKATGTLKRPTSLSRHASAAGFPLSGAASWTLGRSHRSPLTAASPGELPTEGAGPDVVEDISHLLADVARFAEGLEKLKECVLRDDLLEARRPRAHECLGEALRVMHQIISKYPLLNTVETLTAAGTLIAKVKAFHYESNNDLEKQEFEKALETIAVAFSSTVSEFLMGEVDSSTLLAVPPGDSSQSMESLYGPGSEGTPPSLEDCDAGCLPAEEVDVLLQRCEGGVDAALLYAKNMAKYMKDLI.... Result: 0 (no interaction). (7) The protein sequence of the target gene is MEWRNHSGRVSEFVLLGFPAPAPLQVLLFALLLLAYVLVLTENTLIIMAIRNHSTLHKPMYFFLANMSFLEIWYVTVTIPKMLAGFVGSKQDHGQLISFEGCMTQLYFFLGLGCTECVLLAVMAYDRYMAICYPLHYPVIVSGRLCVQMAAGSWAGGFGISMVKVFLISGLSYCGPNIINHFFCDVSPLLNLSCTDMSTAELTDFILAIFILLGPLSVTGASYVAITGAVMHIPSAAGRYKAFSTCASHLTVVIIFYAASIFIYARPKALSAFDTNKLVSVLYAVIVPLLNPIIYCLRNQ.... Result: 1 (interaction). The miRNA is hsa-miR-877-3p with sequence UCCUCUUCUCCCUCCUCCCAG.